From a dataset of Forward reaction prediction with 1.9M reactions from USPTO patents (1976-2016). Predict the product of the given reaction. Given the reactants Br[C:2]1[CH:7]=[CH:6][C:5]([F:8])=[CH:4][C:3]=1[CH3:9].C([Li])CCC.C[O:16][B:17](OC)[O:18]C.[OH-].[Na+], predict the reaction product. The product is: [CH3:9][C:3]1[CH:4]=[C:5]([F:8])[CH:6]=[CH:7][C:2]=1[B:17]([OH:18])[OH:16].